From a dataset of Catalyst prediction with 721,799 reactions and 888 catalyst types from USPTO. Predict which catalyst facilitates the given reaction. (1) Reactant: [Li+:1].[OH-].[CH3:3][C@H:4]1[N:9]([C:10]2[CH:15]=[CH:14][C:13]([C:16]([F:19])([F:18])[F:17])=[CH:12][N:11]=2)[CH2:8][CH2:7][N:6]([CH2:20][C:21]2[C:22]([C:26]([O:28]CC)=[O:27])=[N:23][NH:24][CH:25]=2)[CH2:5]1.[ClH:31]. Product: [CH3:3][C@H:4]1[N:9]([C:10]2[CH:15]=[CH:14][C:13]([C:16]([F:18])([F:17])[F:19])=[CH:12][N:11]=2)[CH2:8][CH2:7][N:6]([CH2:20][C:21]2[C:22]([C:26]([OH:28])=[O:27])=[N:23][NH:24][CH:25]=2)[CH2:5]1.[Li+:1].[Cl-:31]. The catalyst class is: 40. (2) Reactant: [N-:1]=[N+:2]=[N-:3].[Na+].[CH3:5][O:6][C:7]1([O:33][CH3:34])[CH2:12][CH2:11][N:10]([C:13]2[CH:18]=[CH:17][C:16]([N:19]3[CH2:23][C@@H:22]([CH2:24]CS([O-])(=O)=O)[O:21][C:20]3=[O:30])=[CH:15][CH:14]=2)[CH2:9][C:8]1([F:32])[F:31]. Product: [CH3:34][O:33][C:7]1([O:6][CH3:5])[CH2:12][CH2:11][N:10]([C:13]2[CH:18]=[CH:17][C:16]([N:19]3[CH2:23][C@@H:22]([CH2:24][N:1]=[N+:2]=[N-:3])[O:21][C:20]3=[O:30])=[CH:15][CH:14]=2)[CH2:9][C:8]1([F:31])[F:32]. The catalyst class is: 9.